This data is from Forward reaction prediction with 1.9M reactions from USPTO patents (1976-2016). The task is: Predict the product of the given reaction. (1) Given the reactants C1(C)C=CC(S(O)(=O)=O)=CC=1.[NH2:12][N:13]1[CH2:17][CH:16]([C:18]2[CH:23]=[CH:22][C:21]([CH:24]3[CH2:26][CH2:25]3)=[CH:20][CH:19]=2)[N:15]([CH2:27][CH2:28][C:29]2[CH:34]=[CH:33][C:32]([O:35][CH3:36])=[CH:31][CH:30]=2)[C:14]1=[O:37].CN1CCOCC1.Cl[S:46]([CH2:49][C:50]([O:52][CH2:53][CH:54]1[C:66]2[CH:65]=[CH:64][CH:63]=[CH:62][C:61]=2[C:60]2[C:55]1=[CH:56][CH:57]=[CH:58][CH:59]=2)=[O:51])(=[O:48])=[O:47], predict the reaction product. The product is: [CH:56]1[C:55]2[CH:54]([CH2:53][O:52][C:50](=[O:51])[CH2:49][S:46]([NH:12][N:13]3[CH2:17][CH:16]([C:18]4[CH:23]=[CH:22][C:21]([CH:24]5[CH2:26][CH2:25]5)=[CH:20][CH:19]=4)[N:15]([CH2:27][CH2:28][C:29]4[CH:30]=[CH:31][C:32]([O:35][CH3:36])=[CH:33][CH:34]=4)[C:14]3=[O:37])(=[O:47])=[O:48])[C:66]3[C:61](=[CH:62][CH:63]=[CH:64][CH:65]=3)[C:60]=2[CH:59]=[CH:58][CH:57]=1. (2) Given the reactants Cl.[Cl:2][C:3]1[CH:20]=[CH:19][C:6]([CH:7](Cl)[N:8]2[C:12]3[CH:13]=[CH:14][CH:15]=[CH:16][C:11]=3[N:10]=[C:9]2Cl)=[CH:5][CH:4]=1.[C:21]([C:23]1[N:28]=[C:27]([O:29][C:30]2[CH:36]=[CH:35][C:33]([NH2:34])=[CH:32][CH:31]=2)[CH:26]=[CH:25][CH:24]=1)#[N:22].CC(O)C, predict the reaction product. The product is: [Cl:2][C:3]1[CH:20]=[CH:19][C:6]([CH2:7][N:8]2[C:12]3[CH:13]=[CH:14][CH:15]=[CH:16][C:11]=3[N:10]=[C:9]2[NH:34][C:33]2[CH:32]=[CH:31][C:30]([O:29][C:27]3[CH:26]=[CH:25][CH:24]=[C:23]([C:21]#[N:22])[N:28]=3)=[CH:36][CH:35]=2)=[CH:5][CH:4]=1.